This data is from Reaction yield outcomes from USPTO patents with 853,638 reactions. The task is: Predict the reaction yield, written as a fraction of the theoretical maximum amount of product (1.0 means a 100% yield; for example, 0.34 means a 34% yield). (1) The reactants are [CH:1]12[CH2:7][CH:4]([CH2:5][CH2:6]1)[CH2:3][CH:2]2[CH2:8][C:9]([OH:11])=O.C(N(CC)C(C)C)(C)C.[CH3:21][C:22]1[CH:27]=[C:26]([N:28]2[CH2:33][CH2:32][O:31][CH2:30][CH2:29]2)[CH:25]=[C:24]([C:34]([F:37])([F:36])[F:35])[C:23]=1[NH2:38].C(OCC)(=O)C. The catalyst is CN(C)C=O. The product is [CH:1]12[CH2:7][CH:4]([CH2:5][CH2:6]1)[CH2:3][CH:2]2[CH2:8][C:9]([NH:38][C:23]1[C:24]([C:34]([F:35])([F:36])[F:37])=[CH:25][C:26]([N:28]2[CH2:33][CH2:32][O:31][CH2:30][CH2:29]2)=[CH:27][C:22]=1[CH3:21])=[O:11]. The yield is 0.0600. (2) The reactants are [I:1][C:2]1[CH:11]=[CH:10][CH:9]=[CH:8][C:3]=1[C:4]([NH:6][NH2:7])=[O:5].N1C=CC=CC=1.[C:18](Cl)(=[O:20])[CH3:19]. The catalyst is ClCCl. The product is [C:18]([NH:7][NH:6][C:4](=[O:5])[C:3]1[CH:8]=[CH:9][CH:10]=[CH:11][C:2]=1[I:1])(=[O:20])[CH3:19]. The yield is 0.770. (3) The reactants are [O:1]=[C:2]1[CH:11]=[C:10]([O:12][C:13]2[CH:20]=[CH:19][C:16]([C:17]#[N:18])=[CH:15][CH:14]=2)[C:9]2[C:4](=[CH:5][CH:6]=[CH:7][CH:8]=2)[NH:3]1.[H][H]. The catalyst is [Pd].C(O)(=O)C. The product is [NH2:18][CH2:17][C:16]1[CH:15]=[CH:14][C:13]([O:12][C:10]2[C:9]3[C:4](=[CH:5][CH:6]=[CH:7][CH:8]=3)[NH:3][C:2](=[O:1])[CH:11]=2)=[CH:20][CH:19]=1. The yield is 0.100. (4) The reactants are Br[C:2]1[CH:3]=[C:4]([CH:7]=[CH:8][C:9]=1[Cl:10])[CH:5]=[O:6].[CH3:11][C:12]1[C:13](B(O)O)=[CH:14][C:15]2[C:16](C)([CH3:24])[CH2:17][CH2:18][C:19]([CH3:23])([CH3:22])[C:20]=2[CH:21]=1.[CH2:29](O)C.C(=O)([O-])[O-].[K+].[K+]. The catalyst is C1(C)C=CC=CC=1.C(OCC)(=O)C.C1C=CC([P]([Pd]([P](C2C=CC=CC=2)(C2C=CC=CC=2)C2C=CC=CC=2)([P](C2C=CC=CC=2)(C2C=CC=CC=2)C2C=CC=CC=2)[P](C2C=CC=CC=2)(C2C=CC=CC=2)C2C=CC=CC=2)(C2C=CC=CC=2)C2C=CC=CC=2)=CC=1.O. The product is [Cl:10][C:9]1[CH:8]=[CH:7][C:4]([CH:5]=[O:6])=[CH:3][C:2]=1[C:13]1[C:12]([CH3:11])=[CH:21][C:20]2[C:19]([CH3:22])([CH3:23])[CH2:18][CH:17]([CH3:29])[CH:16]([CH3:24])[C:15]=2[CH:14]=1. The yield is 0.770.